From a dataset of Forward reaction prediction with 1.9M reactions from USPTO patents (1976-2016). Predict the product of the given reaction. (1) Given the reactants C([O:7][CH2:8][CH2:9][C@@H:10]1[O:70][C@@H:14]2[C@H:15]([O:52][Si:53]([C:66]([CH3:69])([CH3:68])[CH3:67])([C:60]3[CH:65]=[CH:64][CH:63]=[CH:62][CH:61]=3)[C:54]3[CH:59]=[CH:58][CH:57]=[CH:56][CH:55]=3)[C@@H:16]3[O:21][C@H:20]([CH2:22][CH:23]([O:26][Si:27]([CH2:32][CH3:33])([CH2:30][CH3:31])[CH2:28][CH3:29])[CH:24]=[CH2:25])[C@H:19]([O:34][Si:35]([C:48]([CH3:51])([CH3:50])[CH3:49])([C:42]4[CH:47]=[CH:46][CH:45]=[CH:44][CH:43]=4)[C:36]4[CH:41]=[CH:40][CH:39]=[CH:38][CH:37]=4)[C@@H:17]3[O:18][C@H:13]2[CH2:12][CH2:11]1)(=O)C(C)(C)C.CC(C[AlH]CC(C)C)C.C1(C)C=CC=CC=1.CO.[C@H](O)(C([O-])=O)[C@@H](O)C([O-])=O.[Na+].[K+], predict the reaction product. The product is: [Si:35]([O:34][C@@H:19]1[C@@H:17]2[O:18][C@H:13]3[CH2:12][CH2:11][C@H:10]([CH2:9][CH2:8][OH:7])[O:70][C@@H:14]3[C@H:15]([O:52][Si:53]([C:66]([CH3:67])([CH3:68])[CH3:69])([C:54]3[CH:59]=[CH:58][CH:57]=[CH:56][CH:55]=3)[C:60]3[CH:65]=[CH:64][CH:63]=[CH:62][CH:61]=3)[C@@H:16]2[O:21][C@@H:20]1[CH2:22][CH:23]([O:26][Si:27]([CH2:28][CH3:29])([CH2:32][CH3:33])[CH2:30][CH3:31])[CH:24]=[CH2:25])([C:48]([CH3:50])([CH3:51])[CH3:49])([C:42]1[CH:43]=[CH:44][CH:45]=[CH:46][CH:47]=1)[C:36]1[CH:37]=[CH:38][CH:39]=[CH:40][CH:41]=1. (2) Given the reactants C(OC1N=NC(CC2C=CC(F)=CC=2)=CC=1OCC1C=CC=CC=1)C1C=CC=CC=1.[CH2:31]([O:38][C:39]1[N:40]=[N:41][C:42](Cl)=[CH:43][C:44]=1[O:45][CH2:46][C:47]1[CH:52]=[CH:51][CH:50]=[CH:49][CH:48]=1)[C:32]1[CH:37]=[CH:36][CH:35]=[CH:34][CH:33]=1.[Cl-].[F:55][C:56]([F:66])([F:65])[C:57]1[CH:58]=[C:59]([CH:62]=[CH:63][CH:64]=1)[CH2:60][Zn+], predict the reaction product. The product is: [CH2:31]([O:38][C:39]1[N:40]=[N:41][C:42]([CH2:60][C:59]2[CH:62]=[CH:63][CH:64]=[C:57]([C:56]([F:55])([F:65])[F:66])[CH:58]=2)=[CH:43][C:44]=1[O:45][CH2:46][C:47]1[CH:52]=[CH:51][CH:50]=[CH:49][CH:48]=1)[C:32]1[CH:37]=[CH:36][CH:35]=[CH:34][CH:33]=1. (3) Given the reactants [CH3:1][O:2][C:3]1[CH:25]=[CH:24][C:6]([CH2:7][N:8]2[CH2:12][C@H:11]([C:13]3[CH:18]=[CH:17][CH:16]=[C:15]([C:19]([F:22])([F:21])[F:20])[CH:14]=3)[NH:10][C:9]2=[O:23])=[CH:5][CH:4]=1.[Cl:26][C:27]1[CH:40]=[CH:39][C:30]([O:31][C:32]2[CH:37]=[CH:36][C:35](I)=[CH:34][CH:33]=2)=[CH:29][CH:28]=1.CN[C@@H]1CCCC[C@H]1NC.[O-]P([O-])([O-])=O.[K+].[K+].[K+], predict the reaction product. The product is: [Cl:26][C:27]1[CH:40]=[CH:39][C:30]([O:31][C:32]2[CH:37]=[CH:36][C:35]([N:10]3[C@@H:11]([C:13]4[CH:18]=[CH:17][CH:16]=[C:15]([C:19]([F:20])([F:21])[F:22])[CH:14]=4)[CH2:12][NH:8][C:9]3=[O:23])=[CH:34][CH:33]=2)=[CH:29][CH:28]=1.[Cl:26][C:27]1[CH:40]=[CH:39][C:30]([O:31][C:32]2[CH:37]=[CH:36][C:35]([N:10]3[C@@H:11]([C:13]4[CH:18]=[CH:17][CH:16]=[C:15]([C:19]([F:21])([F:22])[F:20])[CH:14]=4)[CH2:12][N:8]([CH2:7][C:6]4[CH:5]=[CH:4][C:3]([O:2][CH3:1])=[CH:25][CH:24]=4)[C:9]3=[O:23])=[CH:34][CH:33]=2)=[CH:29][CH:28]=1. (4) Given the reactants Br[C:2]1[CH:3]=[CH:4][C:5]2[NH:11][C:10]3[CH:12]=[CH:13][CH:14]=[CH:15][C:9]=3[C:8](=O)[NH:7][C:6]=2[CH:17]=1.[C:18]1(B(O)O)[CH:23]=[CH:22][CH:21]=[CH:20][CH:19]=1.C([O-])([O-])=O.[K+].[K+].[NH:33]1[CH2:38][CH2:37][NH:36][CH2:35][CH2:34]1, predict the reaction product. The product is: [C:18]1([C:2]2[CH:3]=[CH:4][C:5]3[NH:11][C:10]4[CH:12]=[CH:13][CH:14]=[CH:15][C:9]=4[C:8]([N:33]4[CH2:38][CH2:37][NH:36][CH2:35][CH2:34]4)=[N:7][C:6]=3[CH:17]=2)[CH:23]=[CH:22][CH:21]=[CH:20][CH:19]=1. (5) Given the reactants [S:1]1[CH:5]=[CH:4][CH:3]=[C:2]1[C:6]([OH:8])=[O:7].C([Li])CCC.C1C=CC(S(N(S(C2C=CC=CC=2)(=O)=O)[F:24])(=O)=O)=CC=1.Cl, predict the reaction product. The product is: [F:24][C:3]1[CH:4]=[CH:5][S:1][C:2]=1[C:6]([OH:8])=[O:7]. (6) Given the reactants C[O:2][C:3]1[CH:4]=[C:5]([NH:9][C:10](=[O:19])[CH:11]=[CH:12]C2C=CC=CC=2)[CH:6]=[CH:7][CH:8]=1.[Al+3].[Cl-].[Cl-].[Cl-], predict the reaction product. The product is: [OH:2][C:3]1[CH:4]=[C:5]2[C:6]([CH:12]=[CH:11][C:10](=[O:19])[NH:9]2)=[CH:7][CH:8]=1. (7) Given the reactants Cl.Cl[CH2:3][C:4]1[N:5]([CH2:9][CH3:10])[N:6]=[CH:7][N:8]=1.[C:11]1([N:17]2[C:21]3[NH:22][C:23](=[O:30])[C:24]4[CH:25]=[CH:26][CH:27]=[CH:28][C:29]=4[C:20]=3[CH:19]=[N:18]2)[CH:16]=[CH:15][CH:14]=[CH:13][CH:12]=1, predict the reaction product. The product is: [CH2:9]([N:5]1[C:4]([CH2:3][O:30][C:23]2[C:24]3[CH:25]=[CH:26][CH:27]=[CH:28][C:29]=3[C:20]3[CH:19]=[N:18][N:17]([C:11]4[CH:16]=[CH:15][CH:14]=[CH:13][CH:12]=4)[C:21]=3[N:22]=2)=[N:8][CH:7]=[N:6]1)[CH3:10].